Task: Predict the reactants needed to synthesize the given product.. Dataset: Full USPTO retrosynthesis dataset with 1.9M reactions from patents (1976-2016) (1) Given the product [CH3:23][O:24][C:25]1[CH:26]=[C:27]([C:33]([C:35]2[CH:36]=[C:37]3[C:42](=[CH:43][CH:44]=2)[O:41][C:40]([CH3:46])([CH3:45])[CH:39]=[CH:38]3)=[O:34])[CH:28]=[CH:29][C:30]=1[O:31][CH3:32], predict the reactants needed to synthesize it. The reactants are: CC(OI1(OC(C)=O)(OC(C)=O)OC(=O)C2C=CC=CC1=2)=O.[CH3:23][O:24][C:25]1[CH:26]=[C:27]([CH:33]([C:35]2[CH:36]=[C:37]3[C:42](=[CH:43][CH:44]=2)[O:41][C:40]([CH3:46])([CH3:45])[CH:39]=[CH:38]3)[OH:34])[CH:28]=[CH:29][C:30]=1[O:31][CH3:32]. (2) Given the product [CH2:1]([N:8]1[CH2:13][CH2:12][CH:11]([C:14]2[C:16]3[C:17](=[CH:21][C:22]([O:25][CH3:26])=[CH:23][CH:24]=3)[C:18](=[O:19])[NH:29][N:28]=2)[CH2:10][CH2:9]1)[C:2]1[CH:7]=[CH:6][CH:5]=[CH:4][CH:3]=1, predict the reactants needed to synthesize it. The reactants are: [CH2:1]([N:8]1[CH2:13][CH2:12][CH:11]([C:14]([C:16]2[CH:24]=[CH:23][C:22]([O:25][CH3:26])=[CH:21][C:17]=2[C:18](O)=[O:19])=O)[CH2:10][CH2:9]1)[C:2]1[CH:7]=[CH:6][CH:5]=[CH:4][CH:3]=1.O.[NH2:28][NH2:29]. (3) The reactants are: [CH3:1][C:2]([N:5]1[CH:9]=[C:8]([C:10]([OH:12])=O)[C:7]([CH2:13][CH3:14])=[N:6]1)([CH3:4])[CH3:3].[NH2:15][C:16]1[CH:17]=[C:18]([CH:26]=[CH:27][CH:28]=1)[C:19]([N:21]([CH2:24][CH3:25])[CH2:22][CH3:23])=[O:20]. Given the product [CH2:24]([N:21]([CH2:22][CH3:23])[C:19]([C:18]1[CH:17]=[C:16]([NH:15][C:10]([C:8]2[C:7]([CH2:13][CH3:14])=[N:6][N:5]([C:2]([CH3:1])([CH3:3])[CH3:4])[CH:9]=2)=[O:12])[CH:28]=[CH:27][CH:26]=1)=[O:20])[CH3:25], predict the reactants needed to synthesize it. (4) Given the product [I:1][C:2]1[CH:3]=[C:4]2[C:8](=[CH:9][CH:10]=1)[NH:7][C:6](=[O:11])[C:5]2=[N:35][NH:34][C:32]([C:31]1[CH:30]=[CH:29][C:28]([NH:27][C:25](=[O:26])[CH2:24][CH2:23][C:22]([O:21][CH3:20])=[O:45])=[CH:44][CH:43]=1)=[O:33], predict the reactants needed to synthesize it. The reactants are: [I:1][C:2]1[CH:3]=[C:4]2[C:8](=[CH:9][CH:10]=1)[NH:7][C:6](=[O:11])[C:5]2=O.C(O)(C(F)(F)F)=O.[CH3:20][O:21][C:22](=[O:45])[CH2:23][CH2:24][C:25]([NH:27][C:28]1[CH:44]=[CH:43][C:31]([C:32]([NH:34][NH:35]C(OC(C)(C)C)=O)=[O:33])=[CH:30][CH:29]=1)=[O:26].